This data is from Forward reaction prediction with 1.9M reactions from USPTO patents (1976-2016). The task is: Predict the product of the given reaction. (1) Given the reactants [NH:1]1[C:5]2[CH:6]=[CH:7][CH:8]=[CH:9][C:4]=2[NH:3][C:2]1=[C:10]([C:13]#[N:14])[C:11]#[N:12].[C:32]1(P([C:28]2[CH:33]=[CH:32][CH:31]=[CH:30]C=2)[C:32]2[CH:33]=[CH:28]C=[CH:30][CH:31]=2)[CH:33]=[CH:28]C=[CH:30][CH:31]=1.[N:34]1([CH:40](O)[CH3:41])[CH2:39][CH2:38][CH2:37][CH2:36][CH2:35]1.CCOC(/[N:48]=N/C(OCC)=O)=O.[CH2:55]1[CH2:59]OCC1, predict the reaction product. The product is: [N:34]1([CH2:40][CH2:41][N:1]2[C:5]3[CH:6]=[CH:7][CH:8]=[CH:9][C:4]=3[N:3]([CH2:59][CH2:55][N:48]3[CH2:30][CH2:31][CH2:32][CH2:33][CH2:28]3)[C:2]2=[C:10]([C:13]#[N:14])[C:11]#[N:12])[CH2:39][CH2:38][CH2:37][CH2:36][CH2:35]1. (2) Given the reactants [CH3:1][C:2]([CH2:19][CH2:20][CH2:21][CH:22]([CH3:31])[CH2:23][O:24]C1CCCCO1)=[CH:3][CH2:4][CH:5]([O:15][C:16](=[O:18])[CH3:17])[C:6]([CH3:14])=[CH:7][C:8]1[N:9]=[C:10]([CH3:13])[S:11][CH:12]=1.C1(C)C=CC(S([O-])(=O)=O)=CC=1.[NH+]1C=CC=CC=1, predict the reaction product. The product is: [OH:24][CH2:23][CH:22]([CH3:31])[CH2:21][CH2:20][CH2:19][C:2]([CH3:1])=[CH:3][CH2:4][CH:5]([O:15][C:16](=[O:18])[CH3:17])[C:6]([CH3:14])=[CH:7][C:8]1[N:9]=[C:10]([CH3:13])[S:11][CH:12]=1. (3) Given the reactants C([S@]([N:7]=[C:8]1[C:17]2[C:12](=[CH:13][CH:14]=[CH:15][CH:16]=2)[O:11][C@@H:10]([C:18]2[S:19][C:20]([C:23]([O:25][CH2:26][CH3:27])=[O:24])=[CH:21][N:22]=2)[CH2:9]1)=O)(C)(C)C.C([S@](N=C1C2C(=CC=CC=2)O[C@H](C2SC(C(OCC)=O)=CN=2)C1)=O)(C)(C)C, predict the reaction product. The product is: [NH2:7][C@H:8]1[C:17]2[C:12](=[CH:13][CH:14]=[CH:15][CH:16]=2)[O:11][C@@H:10]([C:18]2[S:19][C:20]([C:23]([O:25][CH2:26][CH3:27])=[O:24])=[CH:21][N:22]=2)[CH2:9]1. (4) Given the reactants [NH:1]1[CH2:6][CH2:5][CH:4]([O:7][C@H:8]2[CH2:13][CH2:12][C@H:11]([C:14]([O:16][CH2:17][CH3:18])=[O:15])[CH2:10][CH2:9]2)[CH2:3][CH2:2]1.F[C:20]1[N:25]=[CH:24][C:23]([C:26]2[NH:30][C:29]3[CH:31]=[CH:32][C:33]([C:35]([F:38])([F:37])[F:36])=[CH:34][C:28]=3[N:27]=2)=[CH:22][CH:21]=1.C(=O)(O)[O-].[Na+].O, predict the reaction product. The product is: [F:37][C:35]([F:36])([F:38])[C:33]1[CH:32]=[CH:31][C:29]2[NH:30][C:26]([C:23]3[CH:22]=[CH:21][C:20]([N:1]4[CH2:2][CH2:3][CH:4]([O:7][C@H:8]5[CH2:13][CH2:12][C@H:11]([C:14]([O:16][CH2:17][CH3:18])=[O:15])[CH2:10][CH2:9]5)[CH2:5][CH2:6]4)=[N:25][CH:24]=3)=[N:27][C:28]=2[CH:34]=1. (5) Given the reactants [F:1][C:2]1[CH:10]=[C:9]2[C:5]([C:6]([C:12]3[N:13]=[C:14]4[C:20]([C:21](O)=[O:22])=[CH:19][NH:18][C:15]4=[N:16][CH:17]=3)=[N:7][N:8]2[CH3:11])=[CH:4][CH:3]=1.Cl.[NH2:25][C:26]1([CH3:40])[CH2:31][CH2:30][CH:29]([NH:32][C:33](=[O:39])[O:34][C:35]([CH3:38])([CH3:37])[CH3:36])[CH2:28][CH2:27]1.CCN=C=NCCCN(C)C.C1C=CC2N(O)N=NC=2C=1.CCN(C(C)C)C(C)C, predict the reaction product. The product is: [F:1][C:2]1[CH:10]=[C:9]2[C:5]([C:6]([C:12]3[N:13]=[C:14]4[C:20]([C:21]([NH:25][C:26]5([CH3:40])[CH2:31][CH2:30][CH:29]([NH:32][C:33](=[O:39])[O:34][C:35]([CH3:37])([CH3:36])[CH3:38])[CH2:28][CH2:27]5)=[O:22])=[CH:19][NH:18][C:15]4=[N:16][CH:17]=3)=[N:7][N:8]2[CH3:11])=[CH:4][CH:3]=1.